This data is from Catalyst prediction with 721,799 reactions and 888 catalyst types from USPTO. The task is: Predict which catalyst facilitates the given reaction. (1) Reactant: [C:12]([O:11][C:9](O[C:9]([O:11][C:12]([CH3:15])([CH3:14])[CH3:13])=[O:10])=[O:10])([CH3:15])([CH3:14])[CH3:13].[Cl:16][C:17]1[CH:22]=[CH:21][N:20]=[C:19]2[NH:23][CH:24]=[N:25][C:18]=12. Product: [Cl:16][C:17]1[CH:22]=[CH:21][N:20]=[C:19]2[N:23]([C:9]([O:11][C:12]([CH3:13])([CH3:14])[CH3:15])=[O:10])[CH:24]=[N:25][C:18]=12. The catalyst class is: 599. (2) Reactant: [CH:1]1([NH:5][CH2:6][C:7]2[CH:12]=[CH:11][C:10]([N:13]3[CH2:18][CH2:17][N:16]([C:19](=[O:21])[CH3:20])[CH2:15][CH2:14]3)=[CH:9][C:8]=2[F:22])[CH2:4][CH2:3][CH2:2]1.C(N(CC)C(C)C)(C)C.[Cl:32][C:33]1[CH:34]=[C:35]([S:40](Cl)(=[O:42])=[O:41])[CH:36]=[C:37]([Cl:39])[CH:38]=1. Product: [C:19]([N:16]1[CH2:15][CH2:14][N:13]([C:10]2[CH:11]=[CH:12][C:7]([CH2:6][N:5]([CH:1]3[CH2:2][CH2:3][CH2:4]3)[S:40]([C:35]3[CH:34]=[C:33]([Cl:32])[CH:38]=[C:37]([Cl:39])[CH:36]=3)(=[O:42])=[O:41])=[C:8]([F:22])[CH:9]=2)[CH2:18][CH2:17]1)(=[O:21])[CH3:20]. The catalyst class is: 4. (3) Reactant: [CH:1](NC(C)C)(C)C.C([Li])CCC.[CH3:13][O:14][C:15](=[O:40])[C:16]1[CH:21]=[CH:20][C:19]([C:22]2[CH2:26][C:25]([C:31]3[CH:36]=[C:35]([Cl:37])[CH:34]=[C:33]([Cl:38])[CH:32]=3)([C:27]([F:30])([F:29])[F:28])[O:24][N:23]=2)=[CH:18][C:17]=1[CH3:39].CI. Product: [CH3:13][O:14][C:15](=[O:40])[C:16]1[CH:21]=[CH:20][C:19]([C:22]2[CH:26]([CH3:1])[C:25]([C:31]3[CH:32]=[C:33]([Cl:38])[CH:34]=[C:35]([Cl:37])[CH:36]=3)([C:27]([F:30])([F:28])[F:29])[O:24][N:23]=2)=[CH:18][C:17]=1[CH3:39]. The catalyst class is: 7.